This data is from Peptide-MHC class II binding affinity with 134,281 pairs from IEDB. The task is: Regression. Given a peptide amino acid sequence and an MHC pseudo amino acid sequence, predict their binding affinity value. This is MHC class II binding data. The peptide sequence is KCLVISQVSNSDSYK. The MHC is DRB1_0802 with pseudo-sequence DRB1_0802. The binding affinity (normalized) is 0.0952.